Dataset: Forward reaction prediction with 1.9M reactions from USPTO patents (1976-2016). Task: Predict the product of the given reaction. Given the reactants Cl.[N:2]1[CH:7]=[CH:6][C:5]([N:8]2[CH2:36][CH2:35][C:11]3([CH2:16][CH2:15][N:14]([C:17]([C:19]4[CH:20]=[C:21]5[C:25](=[CH:26][CH:27]=4)[CH2:24][N:23](C(OC(C)(C)C)=O)[CH2:22]5)=[O:18])[CH2:13][CH2:12]3)[CH2:10][CH2:9]2)=[CH:4][CH:3]=1, predict the reaction product. The product is: [CH2:24]1[C:25]2[C:21](=[CH:20][C:19]([C:17]([N:14]3[CH2:13][CH2:12][C:11]4([CH2:35][CH2:36][N:8]([C:5]5[CH:6]=[CH:7][N:2]=[CH:3][CH:4]=5)[CH2:9][CH2:10]4)[CH2:16][CH2:15]3)=[O:18])=[CH:27][CH:26]=2)[CH2:22][NH:23]1.